Dataset: Peptide-MHC class II binding affinity with 134,281 pairs from IEDB. Task: Regression. Given a peptide amino acid sequence and an MHC pseudo amino acid sequence, predict their binding affinity value. This is MHC class II binding data. (1) The peptide sequence is KYKFVRIQPGQTFSV. The binding affinity (normalized) is 0.545. The MHC is DRB1_0301 with pseudo-sequence DRB1_0301. (2) The MHC is DRB4_0103 with pseudo-sequence DRB4_0103. The binding affinity (normalized) is 0.820. The peptide sequence is LMQKFPKQVMVRIFS.